Dataset: Peptide-MHC class I binding affinity with 185,985 pairs from IEDB/IMGT. Task: Regression. Given a peptide amino acid sequence and an MHC pseudo amino acid sequence, predict their binding affinity value. This is MHC class I binding data. (1) The peptide sequence is FLPALPVFT. The MHC is Mamu-A01 with pseudo-sequence Mamu-A01. The binding affinity (normalized) is 0.129. (2) The peptide sequence is KELVFKFGL. The MHC is Mamu-B03 with pseudo-sequence Mamu-B03. The binding affinity (normalized) is 0.358. (3) The peptide sequence is GMRVLGTNY. The MHC is HLA-B15:02 with pseudo-sequence HLA-B15:02. The binding affinity (normalized) is 0.498. (4) The peptide sequence is TTNIWLKLR. The MHC is HLA-A33:01 with pseudo-sequence HLA-A33:01. The binding affinity (normalized) is 0.817. (5) The peptide sequence is TQDLFLPFY. The MHC is HLA-B07:02 with pseudo-sequence HLA-B07:02. The binding affinity (normalized) is 0.0847. (6) The peptide sequence is DRPKQAWCWF. The MHC is Mamu-B08 with pseudo-sequence Mamu-B08. The binding affinity (normalized) is 0.318. (7) The peptide sequence is ACQGVGGPGHK. The MHC is HLA-A29:02 with pseudo-sequence HLA-A29:02. The binding affinity (normalized) is 0.